From a dataset of Catalyst prediction with 721,799 reactions and 888 catalyst types from USPTO. Predict which catalyst facilitates the given reaction. (1) Reactant: [C:1]([CH:6]=[C:7]1[CH2:12][CH2:11][CH:10]([C:13]([OH:15])=[O:14])[CH2:9][CH2:8]1)([O:3][CH2:4][CH3:5])=[O:2].C([O-])=O.[NH4+]. Product: [C:1]([CH2:6][CH:7]1[CH2:12][CH2:11][CH:10]([C:13]([OH:15])=[O:14])[CH2:9][CH2:8]1)([O:3][CH2:4][CH3:5])=[O:2]. The catalyst class is: 63. (2) Product: [CH2:1]([NH:8][S:10]([CH3:9])(=[O:12])=[O:11])[C:2]1[CH:7]=[CH:6][CH:5]=[CH:4][CH:3]=1. Reactant: [CH2:1]([NH2:8])[C:2]1[CH:7]=[CH:6][CH:5]=[CH:4][CH:3]=1.[CH3:9][S:10](Cl)(=[O:12])=[O:11]. The catalyst class is: 34. (3) Reactant: [C:1]1([C:7]2[CH:8]=[N:9][C:10]3[C:15]([C:16]=2[C:17]2[CH:18]=[C:19]([OH:23])[CH:20]=[CH:21][CH:22]=2)=[CH:14][CH:13]=[CH:12][C:11]=3[C:24]([F:27])([F:26])[F:25])[CH:6]=[CH:5][CH:4]=[CH:3][CH:2]=1.[CH3:28][O:29][C:30]([C:32]1[CH:33]=[C:34](B(O)O)[CH:35]=[CH:36][CH:37]=1)=[O:31].C(N(CC)CC)C. Product: [C:1]1([C:7]2[CH:8]=[N:9][C:10]3[C:15]([C:16]=2[C:17]2[CH:18]=[C:19]([CH:20]=[CH:21][CH:22]=2)[O:23][C:35]2[CH:34]=[CH:33][C:32]([C:30]([O:29][CH3:28])=[O:31])=[CH:37][CH:36]=2)=[CH:14][CH:13]=[CH:12][C:11]=3[C:24]([F:27])([F:25])[F:26])[CH:2]=[CH:3][CH:4]=[CH:5][CH:6]=1. The catalyst class is: 302. (4) Product: [NH2:19][C:15]1[CH:14]=[C:13]([CH:18]=[CH:17][CH:16]=1)[O:12][C:9]1[CH:8]=[C:7]2[C:6]([CH2:5][C:4](=[O:3])[NH:22]2)=[CH:11][CH:10]=1. Reactant: C([O:3][C:4](=O)[CH2:5][C:6]1[CH:11]=[CH:10][C:9]([O:12][C:13]2[CH:18]=[CH:17][CH:16]=[C:15]([N+:19]([O-])=O)[CH:14]=2)=[CH:8][C:7]=1[N+:22]([O-])=O)C. The catalyst class is: 285. (5) Reactant: [CH3:1][O:2][C:3]1[CH:12]=[CH:11][C:10]2[C:5](=[CH:6][CH:7]=[C:8]([C:13]3[CH:18]=[CH:17][CH:16]=[C:15]([O:19][CH3:20])[CH:14]=3)[CH:9]=2)[C:4]=1[C:21](O)=[O:22].[C:24]([N:31]1[CH2:36][CH2:35][NH:34][CH2:33][CH2:32]1)([O:26][C:27]([CH3:30])([CH3:29])[CH3:28])=[O:25]. Product: [CH3:1][O:2][C:3]1[CH:12]=[CH:11][C:10]2[C:5](=[CH:6][CH:7]=[C:8]([C:13]3[CH:18]=[CH:17][CH:16]=[C:15]([O:19][CH3:20])[CH:14]=3)[CH:9]=2)[C:4]=1[C:21]([N:34]1[CH2:33][CH2:32][N:31]([C:24]([O:26][C:27]([CH3:30])([CH3:29])[CH3:28])=[O:25])[CH2:36][CH2:35]1)=[O:22]. The catalyst class is: 28. (6) Reactant: [Cl:1][C:2]1[CH:25]=[CH:24][C:5]([CH2:6][NH:7][C:8]([C:10]2[C:11](=[O:23])[C:12]3[S:19][C:18]([CH2:20]Cl)=[C:17]([CH3:22])[C:13]=3[N:14]([CH3:16])[CH:15]=2)=[O:9])=[CH:4][CH:3]=1.Cl.Cl.[CH3:28][NH:29][CH2:30][CH:31]([C:33]1[CH:38]=[CH:37][C:36]([N:39]2[CH2:44][CH2:43][O:42][CH2:41][CH2:40]2)=[CH:35][CH:34]=1)[OH:32].C(N(C(C)C)CC)(C)C. Product: [Cl:1][C:2]1[CH:3]=[CH:4][C:5]([CH2:6][NH:7][C:8]([C:10]2[C:11](=[O:23])[C:12]3[S:19][C:18]([CH2:20][N:29]([CH2:30][CH:31]([OH:32])[C:33]4[CH:34]=[CH:35][C:36]([N:39]5[CH2:40][CH2:41][O:42][CH2:43][CH2:44]5)=[CH:37][CH:38]=4)[CH3:28])=[C:17]([CH3:22])[C:13]=3[N:14]([CH3:16])[CH:15]=2)=[O:9])=[CH:24][CH:25]=1. The catalyst class is: 18. (7) Reactant: [CH2:1]([O:8][C:9]1[CH:18]=[C:17]2[C:12]([C:13]([N:20]3[CH2:24][CH2:23][C@@H:22]([OH:25])[CH2:21]3)=[CH:14][C:15]([CH3:19])=[N:16]2)=[CH:11][CH:10]=1)[C:2]1[CH:7]=[CH:6][CH:5]=[CH:4][CH:3]=1.[CH3:26]C(C)([O-])C.[K+].CI. Product: [CH2:1]([O:8][C:9]1[CH:18]=[C:17]2[C:12]([C:13]([N:20]3[CH2:24][CH2:23][C@@H:22]([O:25][CH3:26])[CH2:21]3)=[CH:14][C:15]([CH3:19])=[N:16]2)=[CH:11][CH:10]=1)[C:2]1[CH:3]=[CH:4][CH:5]=[CH:6][CH:7]=1. The catalyst class is: 1. (8) The catalyst class is: 6. Reactant: [CH3:1][C:2]1[C:7](/[CH:8]=[CH:9]/[C:10]([O:12][CH3:13])=[O:11])=[CH:6][CH:5]=[CH:4][N:3]=1.C(Cl)(Cl)(Cl)Cl.C1C(=O)N([Br:26])C(=O)C1.CC(N=NC(C#N)(C)C)(C#N)C. Product: [Br:26][CH2:1][C:2]1[C:7](/[CH:8]=[CH:9]/[C:10]([O:12][CH3:13])=[O:11])=[CH:6][CH:5]=[CH:4][N:3]=1.